Dataset: Reaction yield outcomes from USPTO patents with 853,638 reactions. Task: Predict the reaction yield, written as a fraction of the theoretical maximum amount of product (1.0 means a 100% yield; for example, 0.34 means a 34% yield). (1) The reactants are F[C:2]1[C:9]([Si](C)(C)C)=[C:8]([I:14])[CH:7]=[CH:6][C:3]=1[CH:4]=O.[CH2:15]([O:17][C:18](=[O:21])[CH2:19][SH:20])[CH3:16].C([O-])([O-])=O.[K+].[K+]. The catalyst is CN(C=O)C. The product is [CH2:15]([O:17][C:18]([C:19]1[S:20][C:2]2[CH:9]=[C:8]([I:14])[CH:7]=[CH:6][C:3]=2[CH:4]=1)=[O:21])[CH3:16]. The yield is 0.640. (2) The reactants are [Cl:1][C:2]1[C:3]([C:23]#[C:24][Si:25]([CH3:28])([CH3:27])[CH3:26])=[C:4]([N+:20]([O-:22])=[O:21])[C:5](OS(C(F)(F)F)(=O)=O)=[C:6]([CH:11]=1)[C:7]([O:9][CH3:10])=[O:8].[F:29][C:30]1[CH:31]=[C:32](B(O)O)[CH:33]=[C:34]([F:36])[CH:35]=1. No catalyst specified. The product is [Cl:1][C:2]1[CH:11]=[C:6]([C:7]([O:9][CH3:10])=[O:8])[C:5]([C:32]2[CH:31]=[C:30]([F:29])[CH:35]=[C:34]([F:36])[CH:33]=2)=[C:4]([N+:20]([O-:22])=[O:21])[C:3]=1[C:23]#[C:24][Si:25]([CH3:26])([CH3:27])[CH3:28]. The yield is 0.820. (3) The reactants are [CH2:1]([N:4]1[C:9](=[O:10])[CH:8]=[C:7]([NH:11][C:12]2[CH:17]=[CH:16][C:15]([I:18])=[CH:14][C:13]=2[F:19])[C:6]([C:20]([O:22]CC)=[O:21])=[CH:5]1)[CH:2]=[CH2:3].[OH-].[Na+]. The catalyst is CCO. The product is [CH2:1]([N:4]1[C:9](=[O:10])[CH:8]=[C:7]([NH:11][C:12]2[CH:17]=[CH:16][C:15]([I:18])=[CH:14][C:13]=2[F:19])[C:6]([C:20]([OH:22])=[O:21])=[CH:5]1)[CH:2]=[CH2:3]. The yield is 0.990. (4) The reactants are [CH2:1]([N:5]1[CH:9]=[C:8]([C:10]2[CH:15]=[CH:14][C:13]([Cl:16])=[CH:12][C:11]=2[Cl:17])[N:7]=[C:6]1[C@@H:18]([NH:27][C:28]([C@H:30]1[CH2:35][CH2:34][C@H:33]([CH2:36][CH3:37])[CH2:32][CH2:31]1)=[O:29])[CH2:19][C:20]1[CH:25]=[CH:24][C:23]([OH:26])=[CH:22][CH:21]=1)[CH2:2][CH2:3][CH3:4].I[C:39]1[CH:48]=[CH:47][C:42]([C:43]([O:45]C)=[O:44])=[CH:41][CH:40]=1. No catalyst specified. The product is [CH2:1]([N:5]1[CH:9]=[C:8]([C:10]2[CH:15]=[CH:14][C:13]([Cl:16])=[CH:12][C:11]=2[Cl:17])[N:7]=[C:6]1[C@@H:18]([NH:27][C:28]([C@H:30]1[CH2:35][CH2:34][C@H:33]([CH2:36][CH3:37])[CH2:32][CH2:31]1)=[O:29])[CH2:19][C:20]1[CH:21]=[CH:22][C:23]([O:26][C:39]2[CH:48]=[CH:47][C:42]([C:43]([OH:45])=[O:44])=[CH:41][CH:40]=2)=[CH:24][CH:25]=1)[CH2:2][CH2:3][CH3:4]. The yield is 0.0690. (5) The reactants are [NH2:1][C:2]1[C:7](/[CH:8]=[CH:9]/[C:10](OC(C)(C)C)=[O:11])=[CH:6][C:5]([Br:17])=[CH:4][N:3]=1.C[O-].[Na+].O. The catalyst is CO. The product is [Br:17][C:5]1[CH:6]=[C:7]2[C:2](=[N:3][CH:4]=1)[NH:1][C:10](=[O:11])[CH:9]=[CH:8]2. The yield is 0.930. (6) The reactants are [Cl:1][C:2]1[CH:11]=[C:10]2[C:5]([C:6](=[O:22])[NH:7][C:8]([N:12]3[CH:16]=[C:15]([C:17]([O:19]CC)=[O:18])[CH:14]=[N:13]3)=[N:9]2)=[CH:4][C:3]=1[N:23]1[CH2:32][CH2:31][C:30]2[C:25](=[CH:26][CH:27]=[CH:28][CH:29]=2)[CH2:24]1.[Li+].[OH-]. The catalyst is C1COCC1. The product is [Cl:1][C:2]1[CH:11]=[C:10]2[C:5]([C:6](=[O:22])[NH:7][C:8]([N:12]3[CH:16]=[C:15]([C:17]([OH:19])=[O:18])[CH:14]=[N:13]3)=[N:9]2)=[CH:4][C:3]=1[N:23]1[CH2:32][CH2:31][C:30]2[C:25](=[CH:26][CH:27]=[CH:28][CH:29]=2)[CH2:24]1. The yield is 0.990.